From a dataset of Full USPTO retrosynthesis dataset with 1.9M reactions from patents (1976-2016). Predict the reactants needed to synthesize the given product. (1) Given the product [F:25][C:22]1[CH:23]=[C:24]2[C:19](=[CH:20][CH:21]=1)[NH:18][C:17](=[O:26])/[C:16]/2=[CH:15]\[C:12]1[NH:11][C:10]([CH3:27])=[C:9]([C:7]([NH:6][CH2:5][C@H:4]([OH:28])[C:3]([OH:29])=[O:2])=[O:8])[C:13]=1[CH3:14], predict the reactants needed to synthesize it. The reactants are: C[O:2][C:3](=[O:29])[C@@H:4]([OH:28])[CH2:5][NH:6][C:7]([C:9]1[C:13]([CH3:14])=[C:12](/[CH:15]=[C:16]2\[C:17](=[O:26])[NH:18][C:19]3[C:24]\2=[CH:23][C:22]([F:25])=[CH:21][CH:20]=3)[NH:11][C:10]=1[CH3:27])=[O:8].O[Li].O. (2) Given the product [CH3:1][N:2]1[CH2:7][CH2:6][CH:5]([CH:8]([S:14][C:15]2[CH:16]=[N:17][C:18]([NH:28][C:29]3[S:30][CH:31]=[C:32]([CH3:34])[N:33]=3)=[C:19]([O:21][C:22]3[CH:27]=[CH:26][CH:25]=[CH:24][CH:23]=3)[CH:20]=2)[CH2:9][OH:10])[CH2:4][CH2:3]1, predict the reactants needed to synthesize it. The reactants are: [CH3:1][N:2]1[CH2:7][CH2:6][CH:5]([CH:8]([S:14][C:15]2[CH:16]=[N:17][C:18]([NH:28][C:29]3[S:30][CH:31]=[C:32]([CH3:34])[N:33]=3)=[C:19]([O:21][C:22]3[CH:27]=[CH:26][CH:25]=[CH:24][CH:23]=3)[CH:20]=2)[C:9](OCC)=[O:10])[CH2:4][CH2:3]1.[H-].[H-].[H-].[H-].[Li+].[Al+3].[NH4+].[Cl-]. (3) Given the product [CH:15]1([C@@H:21]([NH:23][C:5](=[O:6])[C:4]2[CH:8]=[CH:9][C:10]([O:11][CH2:12][C:13]#[CH:14])=[C:2]([F:1])[CH:3]=2)[CH3:22])[CH2:20][CH2:19][CH2:18][CH2:17][CH2:16]1, predict the reactants needed to synthesize it. The reactants are: [F:1][C:2]1[CH:3]=[C:4]([CH:8]=[CH:9][C:10]=1[O:11][CH2:12][C:13]#[CH:14])[C:5](Cl)=[O:6].[CH:15]1([C@@H:21]([NH2:23])[CH3:22])[CH2:20][CH2:19][CH2:18][CH2:17][CH2:16]1.C(N(CC)CC)C. (4) Given the product [CH2:23]([O:25][C:26](=[O:37])[C:27]1[CH:32]=[C:31]([CH2:33][N:20]2[CH2:19][CH2:18][CH:17]([C:10]3[C:11]4[C:12](=[CH:13][N:14]=[CH:15][CH:16]=4)[N:8]([CH2:7][C:5]4[S:6][C:2]([Cl:1])=[CH:3][CH:4]=4)[CH:9]=3)[CH2:22][CH2:21]2)[CH:30]=[CH:29][C:28]=1[O:35][CH3:36])[CH3:24], predict the reactants needed to synthesize it. The reactants are: [Cl:1][C:2]1[S:6][C:5]([CH2:7][N:8]2[C:12]3=[CH:13][N:14]=[CH:15][CH:16]=[C:11]3[C:10]([CH:17]3[CH2:22][CH2:21][NH:20][CH2:19][CH2:18]3)=[CH:9]2)=[CH:4][CH:3]=1.[CH2:23]([O:25][C:26](=[O:37])[C:27]1[CH:32]=[C:31]([CH2:33]Br)[CH:30]=[CH:29][C:28]=1[O:35][CH3:36])[CH3:24]. (5) Given the product [Cl:3][C:10]1[N:9]([C:13]2[CH:18]=[CH:17][CH:16]=[CH:15][CH:14]=2)[N:8]=[C:7]([CH3:6])[C:11]=1[CH:21]=[O:22], predict the reactants needed to synthesize it. The reactants are: P(Cl)(Cl)([Cl:3])=O.[CH3:6][C:7]1[NH:8][N:9]([C:13]2[CH:18]=[CH:17][CH:16]=[CH:15][CH:14]=2)[C:10](=O)[CH:11]=1.CN(C)[CH:21]=[O:22]. (6) Given the product [CH2:23]([O:22][C:20]1[CH:19]=[C:14]([CH:13]=[C:12]([O:11][CH2:1][CH2:2][CH2:3][CH2:4][CH2:5][CH2:6][CH2:7][CH2:8][CH2:9][CH3:10])[CH:21]=1)[CH2:15][NH2:16])[CH2:24][CH2:25][CH2:26][CH2:27][CH2:28][CH2:29][CH2:30][CH2:31][CH3:32], predict the reactants needed to synthesize it. The reactants are: [CH2:1]([O:11][C:12]1[CH:13]=[C:14]([CH:19]=[C:20]([O:22][CH2:23][CH2:24][CH2:25][CH2:26][CH2:27][CH2:28][CH2:29][CH2:30][CH2:31][CH3:32])[CH:21]=1)[CH2:15][N:16]=[N+]=[N-])[CH2:2][CH2:3][CH2:4][CH2:5][CH2:6][CH2:7][CH2:8][CH2:9][CH3:10].ClCCl.[N-]=[N+]=[N-].